From a dataset of Catalyst prediction with 721,799 reactions and 888 catalyst types from USPTO. Predict which catalyst facilitates the given reaction. Reactant: C(O[C:6](=O)[N:7]([C@@H:9]([CH3:49])[C:10]([NH:12][C@@H:13]([CH:41]1[CH2:46][CH2:45][C:44]([F:48])([F:47])[CH2:43][CH2:42]1)[C:14]([N:16]1[C@H:21]([C:22](=[O:34])[NH:23][C@H:24]2[C:33]3[C:28](=[CH:29][CH:30]=[CH:31][CH:32]=3)[O:27][CH2:26][CH2:25]2)[CH2:20][N:19]2[CH2:35][C@H:36]([O:38][CH2:39][CH3:40])[CH2:37][C@H:18]2[CH2:17]1)=[O:15])=[O:11])C)(C)(C)C.C(OCC)(=O)C.[ClH:57].C(OCC)C. Product: [ClH:57].[ClH:57].[F:48][C:44]1([F:47])[CH2:45][CH2:46][CH:41]([C@H:13]([NH:12][C:10](=[O:11])[C@H:9]([CH3:49])[NH:7][CH3:6])[C:14]([N:16]2[C@H:21]([C:22]([NH:23][C@H:24]3[C:33]4[C:28](=[CH:29][CH:30]=[CH:31][CH:32]=4)[O:27][CH2:26][CH2:25]3)=[O:34])[CH2:20][N:19]3[CH2:35][C@H:36]([O:38][CH2:39][CH3:40])[CH2:37][C@H:18]3[CH2:17]2)=[O:15])[CH2:42][CH2:43]1. The catalyst class is: 13.